Dataset: Forward reaction prediction with 1.9M reactions from USPTO patents (1976-2016). Task: Predict the product of the given reaction. Given the reactants C[O:2][C:3]1[CH:12]=[C:11]2[C:6]([C:7](=[O:25])[C:8]([C:15]3[CH:24]=[CH:23][C:18]([C:19]([O:21]C)=[O:20])=[CH:17][CH:16]=3)=[C:9]([S:13][CH3:14])[O:10]2)=[CH:5][CH:4]=1.B(Br)(Br)Br, predict the reaction product. The product is: [OH:2][C:3]1[CH:12]=[C:11]2[C:6]([C:7](=[O:25])[C:8]([C:15]3[CH:24]=[CH:23][C:18]([C:19]([OH:21])=[O:20])=[CH:17][CH:16]=3)=[C:9]([S:13][CH3:14])[O:10]2)=[CH:5][CH:4]=1.